Task: Predict the product of the given reaction.. Dataset: Forward reaction prediction with 1.9M reactions from USPTO patents (1976-2016) (1) Given the reactants Cl.Cl.[O:3]1[C:8]2=[CH:9][CH:10]=[CH:11][C:7]2=[CH:6][C:5]([CH:12]2[CH2:17][CH2:16][CH2:15][CH2:14][N:13]2[CH2:18][CH2:19][C@H:20]2[CH2:25][CH2:24][C@H:23]([NH2:26])[CH2:22][CH2:21]2)=[CH:4]1.[C:27]([CH:31]1[CH2:36][CH2:35][CH:34]([C:37](O)=[O:38])[CH2:33][CH2:32]1)([CH3:30])([CH3:29])[CH3:28], predict the reaction product. The product is: [O:3]1[C:8]2=[CH:9][CH:10]=[CH:11][C:7]2=[CH:6][C:5]([CH:12]2[CH2:17][CH2:16][CH2:15][CH2:14][N:13]2[CH2:18][CH2:19][C@H:20]2[CH2:21][CH2:22][C@H:23]([NH:26][C:37]([CH:34]3[CH2:35][CH2:36][CH:31]([C:27]([CH3:30])([CH3:29])[CH3:28])[CH2:32][CH2:33]3)=[O:38])[CH2:24][CH2:25]2)=[CH:4]1. (2) Given the reactants [F:1][C:2]([F:22])([F:21])[CH2:3][O:4][CH:5]1[CH2:8][CH:7]([O:9][C:10]2[CH:15]=[CH:14][N:13]=[C:12]([CH2:16][C:17](OC)=[O:18])[CH:11]=2)[CH2:6]1.[NH3:23].CO, predict the reaction product. The product is: [F:1][C:2]([F:22])([F:21])[CH2:3][O:4][CH:5]1[CH2:8][CH:7]([O:9][C:10]2[CH:15]=[CH:14][N:13]=[C:12]([CH2:16][C:17]([NH2:23])=[O:18])[CH:11]=2)[CH2:6]1. (3) The product is: [CH:6]1[CH:5]=[CH:4][N:3]2[C:2](=[N:1][C:13]([CH2:15][Cl:16])=[CH:12][C:11]2=[O:10])[CH:7]=1. Given the reactants [NH2:1][C:2]1[CH:7]=[CH:6][CH:5]=[CH:4][N:3]=1.C([O:10][C:11](=O)[CH2:12][C:13]([CH2:15][Cl:16])=O)C, predict the reaction product.